Dataset: Reaction yield outcomes from USPTO patents with 853,638 reactions. Task: Predict the reaction yield, written as a fraction of the theoretical maximum amount of product (1.0 means a 100% yield; for example, 0.34 means a 34% yield). (1) The reactants are [C:1](N1C=CN=C1)(N1C=CN=C1)=[O:2].[CH2:13]([O:20][NH:21][CH2:22][CH2:23][CH2:24][CH2:25][CH2:26][CH2:27][N:28]1[C:34](=[O:35])[C:33]2[CH:36]=[CH:37][CH:38]=[CH:39][C:32]=2[O:31][C:30]2[CH:40]=[CH:41][CH:42]=[CH:43][C:29]1=2)[C:14]1[CH:19]=[CH:18][CH:17]=[CH:16][CH:15]=1.C(O)=O. The catalyst is C1COCC1.C(OCC)(=O)C. The product is [CH2:13]([O:20][N:21]([CH2:22][CH2:23][CH2:24][CH2:25][CH2:26][CH2:27][N:28]1[C:34](=[O:35])[C:33]2[CH2:36][CH2:37][CH:38]=[CH:39][C:32]=2[O:31][C:30]2[CH:40]=[CH:41][CH:42]=[CH:43][C:29]1=2)[CH:1]=[O:2])[C:14]1[CH:19]=[CH:18][CH:17]=[CH:16][CH:15]=1. The yield is 0.500. (2) The reactants are Br[C:2]1[S:6][C:5]([NH2:7])=[N:4][C:3]=1[C:8]1[CH:13]=[CH:12][CH:11]=[C:10]([Cl:14])[CH:9]=1.CC1(C)C(C)(C)OB([C:23]2[CH:31]=[CH:30][C:26]3[N:27]=[CH:28][S:29][C:25]=3[CH:24]=2)O1.C([O-])([O-])=O.[Na+].[Na+]. The catalyst is COCCOC.CCO.O.C1C=CC([P]([Pd]([P](C2C=CC=CC=2)(C2C=CC=CC=2)C2C=CC=CC=2)([P](C2C=CC=CC=2)(C2C=CC=CC=2)C2C=CC=CC=2)[P](C2C=CC=CC=2)(C2C=CC=CC=2)C2C=CC=CC=2)(C2C=CC=CC=2)C2C=CC=CC=2)=CC=1. The product is [S:29]1[C:25]2[CH:24]=[C:23]([C:2]3[S:6][C:5]([NH2:7])=[N:4][C:3]=3[C:8]3[CH:13]=[CH:12][CH:11]=[C:10]([Cl:14])[CH:9]=3)[CH:31]=[CH:30][C:26]=2[N:27]=[CH:28]1. The yield is 0.550. (3) The reactants are Br[CH:2]1[CH2:11][CH2:10][C:9]2[CH:8]=[C:7]([C:12]#[N:13])[CH:6]=[CH:5][C:4]=2[C:3]1=O.[CH2:15]([C:17]([NH:22][C:23]([NH2:25])=[S:24])([CH2:20][OH:21])[CH2:18][CH3:19])[CH3:16]. The catalyst is C(O)C.C(OCC)(=O)C. The product is [CH2:15]([C:17]([NH:22][C:23]1[S:24][C:2]2[CH2:11][CH2:10][C:9]3[C:4](=[CH:5][CH:6]=[C:7]([C:12]#[N:13])[CH:8]=3)[C:3]=2[N:25]=1)([CH2:20][OH:21])[CH2:18][CH3:19])[CH3:16]. The yield is 0.550. (4) The reactants are [Li]CCCC.C(NC(C)C)(C)C.[CH3:13][O:14][C:15](=[O:24])[CH2:16][C:17]1[CH:22]=[CH:21][C:20]([CH3:23])=[CH:19][CH:18]=1.[Li+].CC([N-]C(C)C)C.Br[CH2:34][C:35]([O:37][C:38]([CH3:41])([CH3:40])[CH3:39])=[O:36]. The catalyst is C1COCC1. The product is [CH3:13][O:14][C:15](=[O:24])[CH:16]([C:17]1[CH:18]=[CH:19][C:20]([CH3:23])=[CH:21][CH:22]=1)[CH2:34][C:35]([O:37][C:38]([CH3:41])([CH3:40])[CH3:39])=[O:36]. The yield is 0.860. (5) The reactants are Br[C:2]1[CH:3]=[C:4]([C:8]2([C:18]3[CH:23]=[CH:22][C:21]([O:24][CH:25]([F:27])[F:26])=[C:20]([CH2:28][CH2:29][F:30])[CH:19]=3)[C:16]3[C:11](=[N:12][CH:13]=[CH:14][CH:15]=3)[C:10]([NH2:17])=[N:9]2)[CH:5]=[CH:6][CH:7]=1.[N:31]1[CH:36]=[C:35](B(O)O)[CH:34]=[N:33][CH:32]=1.C(=O)([O-])[O-].[K+].[K+].O. The catalyst is COCCOC.C(OCC)(=O)C.C1C=CC(P(C2C=CC=CC=2)[C-]2C=CC=C2)=CC=1.C1C=CC(P(C2C=CC=CC=2)[C-]2C=CC=C2)=CC=1.Cl[Pd]Cl.[Fe+2].C(O)C. The product is [F:27][CH:25]([F:26])[O:24][C:21]1[CH:22]=[CH:23][C:18]([C:8]2([C:4]3[CH:5]=[CH:6][CH:7]=[C:2]([C:35]4[CH:36]=[N:31][CH:32]=[N:33][CH:34]=4)[CH:3]=3)[C:16]3[C:11](=[N:12][CH:13]=[CH:14][CH:15]=3)[C:10]([NH2:17])=[N:9]2)=[CH:19][C:20]=1[CH2:28][CH2:29][F:30]. The yield is 0.550. (6) The reactants are [CH3:1][O:2][C:3]1[CH:8]=[CH:7][C:6]([CH2:9][CH:10]([NH:12][CH2:13][C:14]2[CH:19]=[CH:18][CH:17]=[CH:16][CH:15]=2)[CH3:11])=[CH:5][CH:4]=1.C(O)(=O)[C@H](C1C=CC=CC=1)O. No catalyst specified. The product is [CH3:1][O:2][C:3]1[CH:4]=[CH:5][C:6]([CH2:9][C@H:10]([NH:12][CH2:13][C:14]2[CH:19]=[CH:18][CH:17]=[CH:16][CH:15]=2)[CH3:11])=[CH:7][CH:8]=1. The yield is 0.350.